From a dataset of Reaction yield outcomes from USPTO patents with 853,638 reactions. Predict the reaction yield, written as a fraction of the theoretical maximum amount of product (1.0 means a 100% yield; for example, 0.34 means a 34% yield). (1) The reactants are C(Cl)(=O)C(Cl)=O.CS(C)=O.[OH:11][CH:12]1[CH2:17][CH2:16][N:15]([C:18]2([CH3:29])[CH2:23][CH2:22][N:21]([C:24]([O:26][CH2:27][CH3:28])=[O:25])[CH2:20][CH2:19]2)[CH2:14][CH2:13]1.C(N(CC)CC)C. The catalyst is ClCCl. The product is [CH3:29][C:18]1([N:15]2[CH2:16][CH2:17][C:12](=[O:11])[CH2:13][CH2:14]2)[CH2:19][CH2:20][N:21]([C:24]([O:26][CH2:27][CH3:28])=[O:25])[CH2:22][CH2:23]1. The yield is 0.930. (2) The reactants are [CH3:1][C:2]1[CH:3]=[C:4]2[CH:10]=[CH:9][NH:8][C:5]2=[N:6][CH:7]=1.[H-].[Na+].Cl[C:14]1[N:18]([CH3:19])[N:17]=[C:16]([CH3:20])[C:15]=1[CH:21]=[O:22].O. The catalyst is CN(C)C=O. The product is [CH3:19][N:18]1[C:14]([N:8]2[C:5]3=[N:6][CH:7]=[C:2]([CH3:1])[CH:3]=[C:4]3[CH:10]=[CH:9]2)=[C:15]([CH:21]=[O:22])[C:16]([CH3:20])=[N:17]1. The yield is 0.480. (3) The reactants are C(OC([N:8]=[C:9]1[N:13]([CH2:14][C:15](O)=O)[N:12]=[C:11]([CH2:18][O:19][CH3:20])[S:10]1)=O)(C)(C)C.C(N(CC)CC)C.P(Cl)(Cl)([Cl:30])=O.O. The catalyst is C(#N)C. The product is [Cl:30][C:15]1[N:8]=[C:9]2[N:13]([CH:14]=1)[N:12]=[C:11]([CH2:18][O:19][CH3:20])[S:10]2. The yield is 0.360.